This data is from Catalyst prediction with 721,799 reactions and 888 catalyst types from USPTO. The task is: Predict which catalyst facilitates the given reaction. The catalyst class is: 172. Reactant: [OH:1][CH:2]([C:5]1[CH:10]=[C:9]([I:11])[N:8]([CH2:12][C:13]#[C:14][C:15]2[CH:20]=[CH:19][CH:18]=[CH:17][CH:16]=2)[C:7](=[O:21])[C:6]=1[CH3:22])[CH2:3][CH3:4].CCN(CC)CC.Br[Si:31]([CH2:38][CH2:39][C:40]([F:70])([F:69])[C:41]([F:68])([F:67])[C:42]([F:66])([F:65])[C:43]([F:64])([F:63])[C:44]([F:62])([F:61])[C:45]([F:60])([F:59])[C:46]([F:58])([F:57])[C:47]([F:56])([F:55])[C:48]([F:54])([F:53])[C:49]([F:52])([F:51])[F:50])([CH:35]([CH3:37])[CH3:36])[CH:32]([CH3:34])[CH3:33]. Product: [F:70][C:40]([F:69])([C:41]([F:67])([F:68])[C:42]([F:65])([F:66])[C:43]([F:63])([F:64])[C:44]([F:61])([F:62])[C:45]([F:59])([F:60])[C:46]([F:57])([F:58])[C:47]([F:55])([F:56])[C:48]([F:53])([F:54])[C:49]([F:50])([F:52])[F:51])[CH2:39][CH2:38][Si:31]([CH:35]([CH3:37])[CH3:36])([CH:32]([CH3:34])[CH3:33])[O:1][CH:2]([C:5]1[CH:10]=[C:9]([I:11])[N:8]([CH2:12][C:13]#[C:14][C:15]2[CH:16]=[CH:17][CH:18]=[CH:19][CH:20]=2)[C:7](=[O:21])[C:6]=1[CH3:22])[CH2:3][CH3:4].